From a dataset of Forward reaction prediction with 1.9M reactions from USPTO patents (1976-2016). Predict the product of the given reaction. (1) The product is: [CH3:16][O:17][C:18]1[CH:24]=[CH:23][C:22]([O:25][CH3:26])=[CH:21][C:19]=1[NH:20][C:2]1[C:7]([O:8][CH3:9])=[CH:6][N:5]=[C:4]([C:10]2[CH:15]=[CH:14][CH:13]=[CH:12][N:11]=2)[N:3]=1. Given the reactants Cl[C:2]1[C:7]([O:8][CH3:9])=[CH:6][N:5]=[C:4]([C:10]2[CH:15]=[CH:14][CH:13]=[CH:12][N:11]=2)[N:3]=1.[CH3:16][O:17][C:18]1[CH:24]=[CH:23][C:22]([O:25][CH3:26])=[CH:21][C:19]=1[NH2:20], predict the reaction product. (2) Given the reactants [CH2:1]([O:3][C:4]1[CH:5]=[C:6]([CH:23]=[CH:24][C:25]=1[O:26][CH2:27][CH3:28])[CH2:7][C:8]1[O:12][N:11]=[C:10]([C:13]2[CH:21]=[CH:20][CH:19]=[C:18]3[C:14]=2[CH2:15][CH2:16][CH:17]3O)[N:9]=1)[CH3:2].[NH2:29][CH2:30][CH2:31][OH:32], predict the reaction product. The product is: [CH2:1]([O:3][C:4]1[CH:5]=[C:6]([CH:23]=[CH:24][C:25]=1[O:26][CH2:27][CH3:28])[CH2:7][C:8]1[O:12][N:11]=[C:10]([C:13]2[CH:21]=[CH:20][CH:19]=[C:18]3[C:14]=2[CH2:15][CH2:16][CH:17]3[NH:29][CH2:30][CH2:31][OH:32])[N:9]=1)[CH3:2]. (3) Given the reactants [CH3:1][O:2][C:3](=[O:17])[C:4]1[CH:9]=[C:8]([C:10]2[CH:15]=[CH:14][C:13]([CH3:16])=[CH:12][N:11]=2)[CH:7]=[CH:6][CH:5]=1.C(I)[I:19].[N+]([O-])(OCCC(C)C)=O, predict the reaction product. The product is: [CH3:1][O:2][C:3](=[O:17])[C:4]1[CH:9]=[C:8]([C:10]2[CH:15]=[CH:14][C:13]([CH3:16])=[CH:12][N:11]=2)[CH:7]=[C:6]([I:19])[CH:5]=1. (4) Given the reactants [NH2:26][C:21]1[CH:20]=[C:19](C23CC4CC(CC([C:19]5[CH:24]=[CH:23][C:22]([OH:25])=[C:21]([NH2:26])[CH:20]=5)(C4)C2)C3)[CH:24]=[CH:23][C:22]=1[OH:25].N1C=CC=C[CH:28]=1.C1(C#CC2C=C(C(Cl)=O)C=C(C=2)C(Cl)=O)C=CC=CC=1.O, predict the reaction product. The product is: [O:25]1[C:22]2[CH:23]=[CH:24][CH:19]=[CH:20][C:21]=2[N:26]=[CH:28]1. (5) Given the reactants [Cl:1][C:2]1[C:3]([C:9](=[N:22][O:23][CH2:24][CH2:25][CH3:26])[CH2:10][N:11]2C(=O)C3=CC=CC=C3C2=O)=[N:4][CH:5]=[C:6]([Cl:8])[CH:7]=1.O.NN.O, predict the reaction product. The product is: [CH2:24]([O:23][N:22]=[C:9]([C:3]1[C:2]([Cl:1])=[CH:7][C:6]([Cl:8])=[CH:5][N:4]=1)[CH2:10][NH2:11])[CH2:25][CH3:26]. (6) Given the reactants N(C(OC(C)C)=O)=NC(OC(C)C)=O.C1(P(C2C=CC=CC=2)C2C=CC=CC=2)C=CC=CC=1.[S:34]1C=C[CH:36]=[C:35]1CC(O)=O.[CH2:43]([O:50][C:51](=[O:65])[C@@H:52]1[CH2:56][C@H:55](O)[CH2:54][N:53]1[C:58]([O:60][C:61]([CH3:64])([CH3:63])[CH3:62])=[O:59])[C:44]1[CH:49]=[CH:48][CH:47]=[CH:46][CH:45]=1, predict the reaction product. The product is: [CH2:43]([O:50][C:51](=[O:65])[C@@H:52]1[CH2:56][C@@H:55]([C:35](=[S:34])[CH3:36])[CH2:54][N:53]1[C:58]([O:60][C:61]([CH3:64])([CH3:63])[CH3:62])=[O:59])[C:44]1[CH:49]=[CH:48][CH:47]=[CH:46][CH:45]=1. (7) Given the reactants [CH2:1]([N:3]([CH2:17][CH3:18])[C:4]1[CH:13]=[C:12]2[C:7]([CH:8]=[C:9]([CH:15]=O)[C:10](=[O:14])[O:11]2)=[CH:6][CH:5]=1)[CH3:2].[C:19]([CH2:22][CH2:23][CH2:24][CH2:25][CH2:26][N+:27]1[CH:32]=[C:31]([S:33]([O-:36])(=[O:35])=[O:34])[CH:30]=[CH:29][C:28]=1[CH3:37])([OH:21])=[O:20].[CH3:38][N+:39]([CH2:42][C:43]([OH:45])=[O:44])([CH3:41])[CH3:40].CO.O, predict the reaction product. The product is: [C:19]([CH2:22][CH2:23][CH2:24][CH2:25][CH2:26][N+:27]1[CH:32]=[C:31]([S:33]([O-:36])(=[O:35])=[O:34])[CH:30]=[CH:29][C:28]=1/[CH:37]=[CH:15]/[C:9]1[C:10](=[O:14])[O:11][C:12]2[C:7]([CH:8]=1)=[CH:6][CH:5]=[C:4]([N:3]([CH2:17][CH3:18])[CH2:1][CH3:2])[CH:13]=2)([OH:21])=[O:20].[CH3:38][N+:39]([CH2:42][C:43]([OH:45])=[O:44])([CH3:41])[CH3:40]. (8) Given the reactants O[CH2:2][C:3]1[CH:8]=[C:7]([C:9]([F:12])([F:11])[F:10])[CH:6]=[CH:5][C:4]=1[C:13]1([O:26][CH3:27])[CH2:18][CH2:17][N:16]([C:19]([O:21][C:22]([CH3:25])([CH3:24])[CH3:23])=[O:20])[CH2:15][CH2:14]1.[Br:28]N1C(=O)CCC1=O.C1(P(C2C=CC=CC=2)C2C=CC=CC=2)C=CC=CC=1, predict the reaction product. The product is: [Br:28][CH2:2][C:3]1[CH:8]=[C:7]([C:9]([F:12])([F:11])[F:10])[CH:6]=[CH:5][C:4]=1[C:13]1([O:26][CH3:27])[CH2:18][CH2:17][N:16]([C:19]([O:21][C:22]([CH3:25])([CH3:24])[CH3:23])=[O:20])[CH2:15][CH2:14]1. (9) Given the reactants [NH2:1][C:2]1[CH:10]=[CH:9][CH:8]=[CH:7][C:3]=1[C:4]([NH2:6])=[O:5].O.[C:12]([OH:16])(=[O:15])[CH:13]=O.[CH3:17][O:18][C:19]1[CH:24]=[CH:23][C:22](B(O)O)=[CH:21][CH:20]=1, predict the reaction product. The product is: [C:4]([C:3]1[CH:7]=[CH:8][CH:9]=[CH:10][C:2]=1[NH:1][CH:13]([C:22]1[CH:23]=[CH:24][C:19]([O:18][CH3:17])=[CH:20][CH:21]=1)[C:12]([OH:16])=[O:15])(=[O:5])[NH2:6].